Dataset: Catalyst prediction with 721,799 reactions and 888 catalyst types from USPTO. Task: Predict which catalyst facilitates the given reaction. (1) Reactant: Br[CH:2]([CH2:19][CH3:20])[C:3]([NH:5][C:6]1[S:7][C:8]([CH2:11][C:12]2[CH:17]=[CH:16][CH:15]=[CH:14][C:13]=2[Cl:18])=[CH:9][N:10]=1)=[O:4].[CH2:21]([NH:23][CH2:24][CH3:25])[CH3:22]. Product: [Cl:18][C:13]1[CH:14]=[CH:15][CH:16]=[CH:17][C:12]=1[CH2:11][C:8]1[S:7][C:6]([NH:5][C:3](=[O:4])[CH:2]([N:23]([CH2:24][CH3:25])[CH2:21][CH3:22])[CH2:19][CH3:20])=[N:10][CH:9]=1. The catalyst class is: 9. (2) Reactant: [F:1][C:2]([F:17])([F:16])[CH2:3][CH2:4][N:5]1[CH2:10][CH2:9][CH:8]([C:11]([O:13]CC)=[O:12])[CH2:7][CH2:6]1.O[Li].O. Product: [F:17][C:2]([F:1])([F:16])[CH2:3][CH2:4][N:5]1[CH2:10][CH2:9][CH:8]([C:11]([OH:13])=[O:12])[CH2:7][CH2:6]1. The catalyst class is: 36.